Dataset: Forward reaction prediction with 1.9M reactions from USPTO patents (1976-2016). Task: Predict the product of the given reaction. (1) Given the reactants [Cl:1][C:2]1[CH:7]=[CH:6][C:5]([C:8](=[O:10])[CH3:9])=[C:4]([NH:11][C:12]2[CH:17]=[CH:16][CH:15]=[CH:14][CH:13]=2)[CH:3]=1.[CH3:18][O:19][C:20](=[O:29])[C:21]1[CH:26]=[CH:25][C:24]([CH:27]=O)=[CH:23][CH:22]=1.[OH-].[Na+], predict the reaction product. The product is: [CH3:18][O:19][C:20](=[O:29])[C:21]1[CH:26]=[CH:25][C:24](/[CH:27]=[CH:9]/[C:8]([C:5]2[CH:6]=[CH:7][C:2]([Cl:1])=[CH:3][C:4]=2[NH:11][C:12]2[CH:13]=[CH:14][CH:15]=[CH:16][CH:17]=2)=[O:10])=[CH:23][CH:22]=1. (2) Given the reactants [C:1]1([NH:7][NH2:8])[CH:6]=[CH:5][CH:4]=[CH:3][CH:2]=1.[C:9](O[C:13](=[O:15])[CH3:14])(=[O:11])C.Cl, predict the reaction product. The product is: [CH:9]([NH:8][NH:7][C:1]1[CH:6]=[CH:5][CH:4]=[CH:3][CH:2]=1)=[O:11].[C:13]([N:7]([C:1]1[CH:6]=[CH:5][CH:4]=[CH:3][CH:2]=1)[NH2:8])(=[O:15])[CH3:14]. (3) Given the reactants [NH:1]1[C:5]2[CH:6]=[CH:7][CH:8]=[CH:9][C:4]=2[N:3]=[C:2]1[C:10]1[CH:11]=[C:12]([N:17]2[CH2:22][CH2:21][CH:20]([C:23](O)=[O:24])[CH2:19][CH2:18]2)[CH:13]=[CH:14][C:15]=1[Cl:16].[CH3:26][N:27]1[CH2:32][CH2:31][NH:30][CH2:29][CH2:28]1, predict the reaction product. The product is: [NH:3]1[C:4]2[CH:9]=[CH:8][CH:7]=[CH:6][C:5]=2[N:1]=[C:2]1[C:10]1[CH:11]=[C:12]([N:17]2[CH2:18][CH2:19][CH:20]([C:23]([N:30]3[CH2:31][CH2:32][N:27]([CH3:26])[CH2:28][CH2:29]3)=[O:24])[CH2:21][CH2:22]2)[CH:13]=[CH:14][C:15]=1[Cl:16]. (4) The product is: [CH2:1]([O:3][C:4](=[O:14])[CH2:5][CH2:6][C:7]1[CH:12]=[CH:11][CH:10]=[C:9]([C:20]2[O:21][CH:22]=[CH:23][CH:24]=2)[CH:8]=1)[CH3:2]. Given the reactants [CH2:1]([O:3][C:4](=[O:14])[CH2:5][CH2:6][C:7]1[CH:12]=[CH:11][CH:10]=[C:9](Br)[CH:8]=1)[CH3:2].C([Sn](CCCC)(CCCC)[C:20]1[O:21][CH:22]=[CH:23][CH:24]=1)CCC, predict the reaction product. (5) Given the reactants [F:1][C:2]1([F:11])[CH2:7][CH2:6][CH:5]([C:8](=O)[CH3:9])[CH2:4][CH2:3]1.C([O-])(=O)C.[NH4+].[BH3-]C#[N:19].[Na+], predict the reaction product. The product is: [F:1][C:2]1([F:11])[CH2:7][CH2:6][CH:5]([CH:8]([NH2:19])[CH3:9])[CH2:4][CH2:3]1. (6) Given the reactants [F:1][C:2]([F:16])([F:15])[C:3]([C:5]1[CH:10]=[CH:9][CH:8]=[C:7]([C:11]([F:14])([F:13])[F:12])[CH:6]=1)=[O:4].[Br:17]N1C(C)(C)C(=O)N(Br)C1=O, predict the reaction product. The product is: [Br:17][C:9]1[CH:10]=[C:5]([C:3](=[O:4])[C:2]([F:15])([F:16])[F:1])[CH:6]=[C:7]([C:11]([F:12])([F:13])[F:14])[CH:8]=1. (7) Given the reactants [F:1][C:2]1[CH:7]=[C:6]([F:8])[CH:5]=[CH:4][C:3]=1[C:9]([OH:34])([CH2:28][N:29]1[CH:33]=[N:32][N:31]=[N:30]1)[C:10]([C:13]1[N:18]=[CH:17][C:16]([O:19][C:20]2[CH:27]=[CH:26][C:23](C#N)=[CH:22][CH:21]=2)=[CH:15][CH:14]=1)([F:12])[F:11].[F:35]C1C=CC(B(O)O)=CC=1, predict the reaction product. The product is: [F:1][C:2]1[CH:7]=[C:6]([F:8])[CH:5]=[CH:4][C:3]=1[C:9]([OH:34])([CH2:28][N:29]1[CH:33]=[N:32][N:31]=[N:30]1)[C:10]([F:11])([F:12])[C:13]1[CH:14]=[CH:15][C:16]([O:19][C:20]2[CH:21]=[CH:22][C:23]([F:35])=[CH:26][CH:27]=2)=[CH:17][N:18]=1. (8) Given the reactants [N:1]1([CH2:7][CH2:8][CH2:9][O-:10])[CH2:6][CH2:5][CH2:4][CH2:3][CH2:2]1.[Na+].[C:12]1([CH2:18][CH2:19][CH2:20]Br)[CH:17]=[CH:16][CH:15]=[CH:14][CH:13]=1.C1OCCOCCOCCOCCOC1, predict the reaction product. The product is: [N:1]1([CH2:7][CH2:8][CH2:9][O:10][CH2:20][CH2:19][CH2:18][C:12]2[CH:17]=[CH:16][CH:15]=[CH:14][CH:13]=2)[CH2:6][CH2:5][CH2:4][CH2:3][CH2:2]1. (9) The product is: [CH3:1][O:2][C:3]([C:4]1([C:6]2[CH:7]=[CH:8][CH:9]=[CH:10][CH:11]=2)[CH2:5][O:21]1)=[O:12]. Given the reactants [CH3:1][O:2][C:3](=[O:12])[C:4]([C:6]1[CH:11]=[CH:10][CH:9]=[CH:8][CH:7]=1)=[CH2:5].C1C=C(Cl)C=C(C(OO)=[O:21])C=1, predict the reaction product.